Dataset: HIV replication inhibition screening data with 41,000+ compounds from the AIDS Antiviral Screen. Task: Binary Classification. Given a drug SMILES string, predict its activity (active/inactive) in a high-throughput screening assay against a specified biological target. (1) The drug is CC(=NNC(=O)C(N)=O)C1=C(C)Nc2ccccc2S1. The result is 0 (inactive). (2) The drug is COc1ccc(-n2c(=O)[nH]n(C(C)=O)c2=O)cc1. The result is 0 (inactive). (3) The drug is O=C1CC(=O)N(C=C2C(=O)NC(=O)NC2=O)C(=S)N1. The result is 0 (inactive). (4) The molecule is N=C(NCC(=O)O)c1ncn(C2OC(CO)C(O)C2O)n1. The result is 0 (inactive). (5) The compound is O=C(NO)C12C3C4C1C1C2C3C41C(=O)NO. The result is 0 (inactive).